From a dataset of Full USPTO retrosynthesis dataset with 1.9M reactions from patents (1976-2016). Predict the reactants needed to synthesize the given product. (1) Given the product [Cl:1][C:2]1[CH:11]=[C:10]([F:25])[C:9]2[C:4](=[CH:5][CH:6]=[C:7]([O:13][CH3:14])[CH:8]=2)[N:3]=1, predict the reactants needed to synthesize it. The reactants are: [Cl:1][C:2]1[CH:11]=[C:10](N)[C:9]2[C:4](=[CH:5][CH:6]=[C:7]([O:13][CH3:14])[CH:8]=2)[N:3]=1.N([O-])=O.[Na+].C1C=CN=CC=1.[FH:25]. (2) Given the product [CH3:1][C:2]1[CH:13]=[CH:12][C:5]2[N:6]([CH2:18][C:19]3[CH:24]=[CH:23][CH:22]=[CH:21][N:20]=3)[C:7](=[O:11])[O:8][C:9](=[O:10])[C:4]=2[CH:3]=1, predict the reactants needed to synthesize it. The reactants are: [CH3:1][C:2]1[CH:13]=[CH:12][C:5]2[NH:6][C:7](=[O:11])[O:8][C:9](=[O:10])[C:4]=2[CH:3]=1.[H-].[Na+].Br.Br[CH2:18][C:19]1[CH:24]=[CH:23][CH:22]=[CH:21][N:20]=1. (3) Given the product [OH:1][C:2]1[C:3]([C:13]([NH:22][CH2:21][C:20]([O:19][CH2:17][CH3:18])=[O:23])=[O:15])=[C:4]2[C:9](=[CH:10][CH:11]=1)[N:8]=[C:7]([CH3:12])[CH:6]=[N:5]2, predict the reactants needed to synthesize it. The reactants are: [OH:1][C:2]1[CH:11]=[CH:10][C:9]2[N:8]=[C:7]([CH3:12])[CH:6]=[N:5][C:4]=2[C:3]=1[C:13]([OH:15])=O.Cl.[CH2:17]([O:19][C:20](=[O:23])[CH2:21][NH2:22])[CH3:18].C(N(CC)CC)C.C1CN([P+](ON2N=NC3C=CC=CC2=3)(N2CCCC2)N2CCCC2)CC1.F[P-](F)(F)(F)(F)F. (4) Given the product [OH:17][CH:16]([C:15]1[C:14]([C:28]2[CH:32]=[CH:31][S:30][CH:29]=2)=[N:13][N:11]2[CH:12]=[C:7]([O:6][CH3:5])[CH:8]=[CH:9][C:10]=12)[C:18]1[N:23]=[C:22]([C:24]([O:26][CH3:27])=[O:25])[CH:21]=[CH:20][CH:19]=1, predict the reactants needed to synthesize it. The reactants are: CO.[BH4-].[Na+].[CH3:5][O:6][C:7]1[CH:8]=[CH:9][C:10]2[N:11]([N:13]=[C:14]([C:28]3[CH:32]=[CH:31][S:30][CH:29]=3)[C:15]=2[C:16]([C:18]2[N:23]=[C:22]([C:24]([O:26][CH3:27])=[O:25])[CH:21]=[CH:20][CH:19]=2)=[O:17])[CH:12]=1.[Cl-].[NH4+]. (5) Given the product [CH2:30]([N:32]([C:33]1[CH:38]=[CH:37][CH:36]=[CH:35][CH:34]=1)[C:27]([C:23]1[CH:22]=[C:21]([NH:20][C:16]2[CH:17]=[C:18]3[C:13](=[CH:14][CH:15]=2)[CH2:12][C:4]2([C:5]4[C:6](=[N:7][CH:8]=[CH:9][CH:10]=4)[NH:11][C:3]2=[O:2])[CH2:19]3)[N:26]=[CH:25][N:24]=1)=[O:28])[CH3:31], predict the reactants needed to synthesize it. The reactants are: Cl.[O:2]=[C:3]1[NH:11][C:6]2=[N:7][CH:8]=[CH:9][CH:10]=[C:5]2[C:4]21[CH2:19][C:18]1[C:13](=[CH:14][CH:15]=[C:16]([NH:20][C:21]3[N:26]=[CH:25][N:24]=[C:23]([C:27](O)=[O:28])[CH:22]=3)[CH:17]=1)[CH2:12]2.[CH2:30]([NH:32][C:33]1[CH:38]=[CH:37][CH:36]=[CH:35][CH:34]=1)[CH3:31].CN(C(ON1N=NC2C=CC=CC1=2)=[N+](C)C)C.[B-](F)(F)(F)F. (6) Given the product [Cl:31][CH2:32][C:33]([NH:1][C:2]1[CH:3]=[C:4]([CH:20]=[CH:21][C:22]=1[O:23][CH3:24])[C:5]([NH:7][C:8]1[CH:9]=[N:10][C:11]([C:14]2[CH:19]=[CH:18][CH:17]=[CH:16][CH:15]=2)=[CH:12][CH:13]=1)=[O:6])=[O:34], predict the reactants needed to synthesize it. The reactants are: [NH2:1][C:2]1[CH:3]=[C:4]([CH:20]=[CH:21][C:22]=1[O:23][CH3:24])[C:5]([NH:7][C:8]1[CH:9]=[N:10][C:11]([C:14]2[CH:19]=[CH:18][CH:17]=[CH:16][CH:15]=2)=[CH:12][CH:13]=1)=[O:6].N1C=CC=CC=1.[Cl:31][CH2:32][C:33](Cl)=[O:34]. (7) Given the product [F:3][C:4]1[C:14]([O:15][CH3:16])=[C:13]([N:17]2[CH2:23][C@@H:22]([NH:24][C@H:25]([C:27]3[CH:28]=[CH:29][CH:30]=[CH:31][CH:32]=3)[CH3:26])[C:19]3([CH2:20][CH2:21]3)[CH2:18]2)[C:12]([F:33])=[CH:11][C:5]=1[C:6]([OH:8])=[O:7], predict the reactants needed to synthesize it. The reactants are: [OH-].[K+].[F:3][C:4]1[C:14]([O:15][CH3:16])=[C:13]([N:17]2[CH2:23][C@@H:22]([NH:24][C@H:25]([C:27]3[CH:32]=[CH:31][CH:30]=[CH:29][CH:28]=3)[CH3:26])[C:19]3([CH2:21][CH2:20]3)[CH2:18]2)[C:12]([F:33])=[CH:11][C:5]=1[C:6]([O:8]CC)=[O:7].Cl.